The task is: Predict the reactants needed to synthesize the given product.. This data is from Retrosynthesis with 50K atom-mapped reactions and 10 reaction types from USPTO. (1) Given the product Cc1cncc(N2CCN(C)CC2)n1, predict the reactants needed to synthesize it. The reactants are: CN1CCNCC1.Cc1cncc(Cl)n1. (2) Given the product COc1ccc(CCNc2ccccc2[N+](=O)[O-])cc1, predict the reactants needed to synthesize it. The reactants are: COc1ccc(CCN)cc1.O=[N+]([O-])c1ccccc1F. (3) Given the product CCCCCC12CCC(COc3cc(F)c(C(=O)NS(=O)(=O)N(C)C)cc3Cl)(CC1)CC2, predict the reactants needed to synthesize it. The reactants are: CCCCCC12CCC(CO)(CC1)CC2.CN(C)S(=O)(=O)NC(=O)c1cc(Cl)c(F)cc1F. (4) Given the product COc1cc(Cl)nc2c1N1CC[C@@H](C1)N2, predict the reactants needed to synthesize it. The reactants are: COc1cc(Cl)nc2c1NC[C@H](CCO)N2. (5) Given the product CCCCOC(=O)CC(C)c1ccc(-c2ccc(F)cc2F)cc1, predict the reactants needed to synthesize it. The reactants are: CC(CC(=O)O)c1ccc(-c2ccc(F)cc2F)cc1.CCCCO. (6) Given the product C[C@H]1CN(C2COC2)CCN1c1ccc(Nc2cc(-c3cccc(-n4ncc5c6c(sc5c4=O)CCCC6)c3CO)cn(C)c2=O)nc1, predict the reactants needed to synthesize it. The reactants are: C[C@H]1CN(C2COC2)CCN1c1ccc(Nc2cc(-c3cccc(-n4ncc5c6c(sc5c4=O)CCCC6)c3C=O)cn(C)c2=O)nc1.